From a dataset of Full USPTO retrosynthesis dataset with 1.9M reactions from patents (1976-2016). Predict the reactants needed to synthesize the given product. (1) Given the product [CH:24]([NH:27][C:28](=[O:29])[N:21]([CH2:22][CH3:23])[CH2:20][CH2:19][CH2:18][O:17][C:5]1[CH:6]=[CH:7][C:8]2[C:9]([C:13]([F:15])([F:14])[F:16])=[N:10][O:11][C:12]=2[C:4]=1[CH2:1][CH2:2][CH3:3])([CH3:26])[CH3:25], predict the reactants needed to synthesize it. The reactants are: [CH2:1]([C:4]1[C:12]2[O:11][N:10]=[C:9]([C:13]([F:16])([F:15])[F:14])[C:8]=2[CH:7]=[CH:6][C:5]=1[O:17][CH2:18][CH2:19][CH2:20][NH:21][CH2:22][CH3:23])[CH2:2][CH3:3].[CH:24]([N:27]=[C:28]=[O:29])([CH3:26])[CH3:25]. (2) Given the product [N:15]([C@@H:27]([C:23]1[CH:24]=[N:25][CH:26]=[C:21]([C:19]([CH3:20])=[CH2:18])[CH:22]=1)[CH3:28])=[N+:16]=[N-:17], predict the reactants needed to synthesize it. The reactants are: C1C=CC(P([N:15]=[N+:16]=[N-:17])(C2C=CC=CC=2)=O)=CC=1.[CH2:18]=[C:19]([C:21]1[CH:22]=[C:23]([C@@H:27](O)[CH3:28])[CH:24]=[N:25][CH:26]=1)[CH3:20].C1CCN2C(=NCCC2)CC1. (3) The reactants are: [CH3:1][C:2]1[CH:7]=[CH:6][C:5]([Mg]Br)=[CH:4][CH:3]=1.[N:10]12[CH2:17][CH2:16][C:13]([C:18]([O:20]CC)=O)([CH2:14][CH2:15]1)[CH2:12][CH2:11]2. Given the product [N:10]12[CH2:11][CH2:12][C:13]([C:18]([C:5]3[CH:6]=[CH:7][C:2]([CH3:1])=[CH:3][CH:4]=3)([C:5]3[CH:6]=[CH:7][C:2]([CH3:1])=[CH:3][CH:4]=3)[OH:20])([CH2:14][CH2:15]1)[CH2:16][CH2:17]2, predict the reactants needed to synthesize it. (4) Given the product [Cl:20][C:5]1[C:6]([NH:8][C:9]2[CH:14]=[CH:13][CH:12]=[CH:11][C:10]=2[N:15]2[CH:19]=[CH:18][CH:17]=[N:16]2)=[N:7][C:2]([NH:33][C:29]2[C:24]3[O:25][CH2:26][CH2:27][CH2:28][C:22]([CH3:34])([CH3:21])[C:23]=3[CH:32]=[CH:31][CH:30]=2)=[N:3][CH:4]=1, predict the reactants needed to synthesize it. The reactants are: Cl[C:2]1[N:7]=[C:6]([NH:8][C:9]2[CH:14]=[CH:13][CH:12]=[CH:11][C:10]=2[N:15]2[CH:19]=[CH:18][CH:17]=[N:16]2)[C:5]([Cl:20])=[CH:4][N:3]=1.[CH3:21][C:22]1([CH3:34])[CH2:28][CH2:27][CH2:26][O:25][C:24]2[C:29]([NH2:33])=[CH:30][CH:31]=[CH:32][C:23]1=2.